Task: Predict the reaction yield, written as a fraction of the theoretical maximum amount of product (1.0 means a 100% yield; for example, 0.34 means a 34% yield).. Dataset: Reaction yield outcomes from USPTO patents with 853,638 reactions The reactants are Br[CH2:2][C:3]1[C:13]([Cl:14])=[N:12][CH:11]=[CH:10][C:4]=1[C:5]([O:7]CC)=O.[F:15][C:16]1[CH:30]=[CH:29][C:19]([O:20][C:21]2[N:26]=[CH:25][C:24]([CH2:27][NH2:28])=[CH:23][CH:22]=2)=[CH:18][CH:17]=1. No catalyst specified. The product is [Cl:14][C:13]1[C:3]2[CH2:2][N:28]([CH2:27][C:24]3[CH:25]=[N:26][C:21]([O:20][C:19]4[CH:29]=[CH:30][C:16]([F:15])=[CH:17][CH:18]=4)=[CH:22][CH:23]=3)[C:5](=[O:7])[C:4]=2[CH:10]=[CH:11][N:12]=1. The yield is 0.540.